Task: Regression. Given two drug SMILES strings and cell line genomic features, predict the synergy score measuring deviation from expected non-interaction effect.. Dataset: NCI-60 drug combinations with 297,098 pairs across 59 cell lines Drug 1: C1=CC(=CC=C1CC(C(=O)O)N)N(CCCl)CCCl.Cl. Drug 2: CC1C(C(CC(O1)OC2CC(CC3=C2C(=C4C(=C3O)C(=O)C5=CC=CC=C5C4=O)O)(C(=O)C)O)N)O. Cell line: UACC62. Synergy scores: CSS=62.6, Synergy_ZIP=-2.94, Synergy_Bliss=1.88, Synergy_Loewe=-26.1, Synergy_HSA=4.08.